This data is from Blood-brain barrier permeability classification from the B3DB database. The task is: Regression/Classification. Given a drug SMILES string, predict its absorption, distribution, metabolism, or excretion properties. Task type varies by dataset: regression for continuous measurements (e.g., permeability, clearance, half-life) or binary classification for categorical outcomes (e.g., BBB penetration, CYP inhibition). Dataset: b3db_classification. The drug is Cc1ccccc1N1CCN(CCCOc2ccccn2)CC1. The result is 1 (penetrates BBB).